Dataset: Forward reaction prediction with 1.9M reactions from USPTO patents (1976-2016). Task: Predict the product of the given reaction. (1) Given the reactants [CH3:1][C:2]1[CH:3]=[C:4]([CH:8]([OH:12])[CH2:9][NH:10][CH3:11])[O:5][C:6]=1[CH3:7].C(N(CC)C(C)C)(C)C.[Cl:22][C:23]1[CH:45]=[CH:44][C:26]([CH2:27][NH:28][C:29]([C:31]2[C:32](=[O:43])[C:33]3[CH:40]=[C:39]([CH2:41]Cl)[S:38][C:34]=3[N:35]([CH3:37])[CH:36]=2)=[O:30])=[CH:25][CH:24]=1.O, predict the reaction product. The product is: [Cl:22][C:23]1[CH:45]=[CH:44][C:26]([CH2:27][NH:28][C:29]([C:31]2[C:32](=[O:43])[C:33]3[CH:40]=[C:39]([CH2:41][N:10]([CH2:9][CH:8]([C:4]4[O:5][C:6]([CH3:7])=[C:2]([CH3:1])[CH:3]=4)[OH:12])[CH3:11])[S:38][C:34]=3[N:35]([CH3:37])[CH:36]=2)=[O:30])=[CH:25][CH:24]=1. (2) The product is: [CH3:18][C:5]1[C:6]2[C:11]([C:12]([CH3:17])=[C:13]3[C:4]=1[CH:3]=[C:2]([C:23]#[N:24])[C:15]([C:20]#[N:21])=[CH:14]3)=[CH:10][CH:9]=[CH:8][CH:7]=2. Given the reactants Br[C:2]1[C:15](Br)=[CH:14][C:13]2[C:4](=[C:5]([CH3:18])[C:6]3[C:11]([C:12]=2[CH3:17])=[CH:10][CH:9]=[CH:8][CH:7]=3)[CH:3]=1.[Cu][C:20]#[N:21].N.[CH3:23][N:24](C=O)C, predict the reaction product. (3) The product is: [ClH:19].[F:17][C:14]([F:15])([F:16])[CH:10]1[CH2:9][CH:8]([NH2:7])[CH2:13][CH2:12][NH:11]1. Given the reactants C(OC(=O)[NH:7][CH:8]1[CH2:13][CH2:12][NH:11][CH:10]([C:14]([F:17])([F:16])[F:15])[CH2:9]1)(C)(C)C.[ClH:19], predict the reaction product. (4) Given the reactants [Cl:1][C:2]1[CH:7]=[CH:6][C:5]([CH:8]([CH2:11][CH3:12])[C:9]#[N:10])=[CH:4][CH:3]=1.[H-].[Na+].[CH3:15]I, predict the reaction product. The product is: [Cl:1][C:2]1[CH:3]=[CH:4][C:5]([C:8]([CH3:15])([CH2:11][CH3:12])[C:9]#[N:10])=[CH:6][CH:7]=1. (5) Given the reactants C(O)(=O)C.[N+:5](/[CH:8]=[CH:9]/[C:10]1[CH:11]=[C:12]([CH:21]=[CH:22][CH:23]=1)[O:13][CH2:14][C:15]1[CH:20]=[CH:19][CH:18]=[CH:17][N:16]=1)([O-:7])=[O:6].[BH4-].[Na+], predict the reaction product. The product is: [N+:5]([CH2:8][CH2:9][C:10]1[CH:11]=[C:12]([CH:21]=[CH:22][CH:23]=1)[O:13][CH2:14][C:15]1[CH:20]=[CH:19][CH:18]=[CH:17][N:16]=1)([O-:7])=[O:6]. (6) Given the reactants [N+:1]([C:4]1[CH:5]=[C:6]([NH2:14])[C:7]2[CH2:8][CH2:9][CH2:10][CH2:11][C:12]=2[CH:13]=1)([O-:3])=[O:2].[N:15]([O-])=O.[Na+], predict the reaction product. The product is: [N+:1]([C:4]1[CH:13]=[C:12]2[CH2:11][CH2:10][CH2:9][C:8]3=[N:15][NH:14][C:6]([CH:5]=1)=[C:7]23)([O-:3])=[O:2]. (7) Given the reactants [Cl:1][C:2]1[N:7]=[CH:6][C:5]([CH2:8][C@@H:9]([OH:12])[CH2:10][OH:11])=[CH:4][C:3]=1[F:13].O.[C:15]1(C)[CH:20]=CC(S(O)(=O)=O)=C[CH:16]=1, predict the reaction product. The product is: [Cl:1][C:2]1[C:3]([F:13])=[CH:4][C:5]([CH2:8][C@@H:9]2[CH2:10][O:11][C:15]([CH3:20])([CH3:16])[O:12]2)=[CH:6][N:7]=1.